From a dataset of Catalyst prediction with 721,799 reactions and 888 catalyst types from USPTO. Predict which catalyst facilitates the given reaction. (1) Reactant: [CH3:1][O:2][C:3]1[CH:8]=[CH:7][C:6]([C:9]2[CH:10]=[CH:11][N:12]=[C:13]3[C:17]=2[NH:16][CH:15]=[C:14]3[C:18](=[O:22])[C:19]([O-])=[O:20])=[CH:5][CH:4]=1.[K+].[C:24]([N:32]1[CH2:37][CH2:36][NH:35][CH2:34][CH2:33]1)(=[O:31])[C:25]1[CH:30]=[CH:29][CH:28]=[CH:27][CH:26]=1.C(OP(ON1C=C2C=CC=CC2=NN1)(OCC)=O)C.CCN(C(C)C)C(C)C. Product: [C:24]([N:32]1[CH2:37][CH2:36][N:35]([C:19](=[O:20])[C:18]([C:14]2[C:13]3[C:17](=[C:9]([C:6]4[CH:5]=[CH:4][C:3]([O:2][CH3:1])=[CH:8][CH:7]=4)[CH:10]=[CH:11][N:12]=3)[NH:16][CH:15]=2)=[O:22])[CH2:34][CH2:33]1)(=[O:31])[C:25]1[CH:30]=[CH:29][CH:28]=[CH:27][CH:26]=1. The catalyst class is: 3. (2) Reactant: [C:1]([S:5][C:6]1[CH:7]=[C:8]2[C:13](=[CH:14][C:15]=1[O:16][CH3:17])[N:12]=[CH:11][N:10]=[C:9]2[NH:18][C:19]1[CH:20]=[CH:21][C:22]2[S:26][CH:25]=[N:24][C:23]=2[CH:27]=1)([CH3:4])([CH3:3])[CH3:2].[OH:28]OS([O-])=O.[K+]. Product: [C:1]([S:5]([C:6]1[CH:7]=[C:8]2[C:13](=[CH:14][C:15]=1[O:16][CH3:17])[N:12]=[CH:11][N:10]=[C:9]2[NH:18][C:19]1[CH:20]=[CH:21][C:22]2[S:26][CH:25]=[N:24][C:23]=2[CH:27]=1)=[O:28])([CH3:4])([CH3:2])[CH3:3]. The catalyst class is: 1. (3) Reactant: [Cl:1][C:2]1[S:6][C:5]([C:7]2[C:8](=[O:37])[N:9]([CH2:29][CH2:30][C:31]3[CH:36]=[CH:35][CH:34]=[CH:33][CH:32]=3)[C:10]([C:14]3[CH:19]=[CH:18][CH:17]=[C:16]([F:20])[C:15]=3[O:21]CC3C=CC=CC=3)=[N:11][C:12]=2[CH3:13])=[CH:4][CH:3]=1.Br. Product: [Cl:1][C:2]1[S:6][C:5]([C:7]2[C:8](=[O:37])[N:9]([CH2:29][CH2:30][C:31]3[CH:32]=[CH:33][CH:34]=[CH:35][CH:36]=3)[C:10]([C:14]3[CH:19]=[CH:18][CH:17]=[C:16]([F:20])[C:15]=3[OH:21])=[N:11][C:12]=2[CH3:13])=[CH:4][CH:3]=1. The catalyst class is: 676. (4) Reactant: Cl[C:2]1[CH:7]=[C:6]([Cl:8])[N:5]=[N:4][C:3]=1[C:9]([O:11][CH2:12][CH3:13])=[O:10].[F:14][C:15]1[CH:16]=[CH:17][C:18]([NH2:22])=[N:19][C:20]=1[CH3:21]. Product: [Cl:8][C:6]1[N:5]=[N:4][C:3]([C:9]([O:11][CH2:12][CH3:13])=[O:10])=[C:2]([NH:22][C:18]2[CH:17]=[CH:16][C:15]([F:14])=[C:20]([CH3:21])[N:19]=2)[CH:7]=1. The catalyst class is: 10. (5) Reactant: I[C:2]1[O:3][CH:4]=[CH:5][CH:6]=1.[Cl:7][C:8]1[CH:13]=[CH:12][C:11]([C:14]#[CH:15])=[CH:10][CH:9]=1.N1CCC[C@H]1C(O)=O.C([O-])([O-])=O.[Na+].[Na+].O=C1O[C@H]([C@H](CO)O)C([O-])=C1O.[Na+].[N-:43]=[N+:44]=[N-:45].[Na+].[OH-].[NH4+]. Product: [Cl:7][C:8]1[CH:13]=[CH:12][C:11]([C:14]2[N:43]=[N:44][N:45]([C:2]3[O:3][CH:4]=[CH:5][CH:6]=3)[CH:15]=2)=[CH:10][CH:9]=1. The catalyst class is: 58. (6) Reactant: [C:1]([O:5][C:6]([N:8]1[CH2:13][CH2:12][N:11]([C:14]2[CH:19]=[CH:18][C:17]([C:20]3[CH:21]=[N:22][C:23]4[N:24]([N:26]=[CH:27][C:28]=4[C:29]4[C:38]5[C:33](=[CH:34][C:35]([C:39]([O:41]CC)=[O:40])=[CH:36][CH:37]=5)[N:32]=[CH:31][CH:30]=4)[CH:25]=3)=[CH:16][CH:15]=2)[CH2:10][CH2:9]1)=[O:7])([CH3:4])([CH3:3])[CH3:2].[Li+].[OH-]. Product: [C:1]([O:5][C:6]([N:8]1[CH2:9][CH2:10][N:11]([C:14]2[CH:19]=[CH:18][C:17]([C:20]3[CH:21]=[N:22][C:23]4[N:24]([N:26]=[CH:27][C:28]=4[C:29]4[C:38]5[C:33](=[CH:34][C:35]([C:39]([OH:41])=[O:40])=[CH:36][CH:37]=5)[N:32]=[CH:31][CH:30]=4)[CH:25]=3)=[CH:16][CH:15]=2)[CH2:12][CH2:13]1)=[O:7])([CH3:4])([CH3:2])[CH3:3]. The catalyst class is: 731. (7) Reactant: [CH3:1][O:2][C:3]1[C:11]2[N:10]=[C:9]([C:12]([F:15])([F:14])[F:13])[NH:8][C:7]=2[C:6]([C:16](=O)[CH2:17][CH2:18][C:19]([OH:21])=O)=[CH:5][CH:4]=1.O.[NH2:24][NH2:25]. Product: [CH3:1][O:2][C:3]1[C:11]2[N:10]=[C:9]([C:12]([F:13])([F:15])[F:14])[NH:8][C:7]=2[C:6]([C:16]2[CH2:17][CH2:18][C:19](=[O:21])[NH:24][N:25]=2)=[CH:5][CH:4]=1. The catalyst class is: 8. (8) Reactant: [CH3:1][O:2][C:3]1[CH:4]=[C:5]([C:9]2[CH:17]=[CH:16][CH:15]=[C:14]3[C:10]=2[CH2:11][C:12](=[O:18])[NH:13]3)[CH:6]=[CH:7][CH:8]=1.[CH2:19]([N:21]([CH2:35][CH3:36])[CH2:22][CH2:23][NH:24][C:25]([C:27]1[C:31]([CH3:32])=[C:30]([CH:33]=O)[NH:29][CH:28]=1)=[O:26])[CH3:20]. Product: [CH2:35]([N:21]([CH2:19][CH3:20])[CH2:22][CH2:23][NH:24][C:25]([C:27]1[C:31]([CH3:32])=[C:30]([CH:33]=[C:11]2[C:10]3[C:14](=[CH:15][CH:16]=[CH:17][C:9]=3[C:5]3[CH:6]=[CH:7][CH:8]=[C:3]([O:2][CH3:1])[CH:4]=3)[NH:13][C:12]2=[O:18])[NH:29][CH:28]=1)=[O:26])[CH3:36]. The catalyst class is: 360. (9) Reactant: [NH2:1][C:2]1[CH:10]=[CH:9][C:8]([Cl:11])=[CH:7][C:3]=1[C:4]([OH:6])=[O:5].C(O[C:15]1(O[Si](C)(C)C)[CH2:17][CH2:16]1)C.C(O)(=O)C.C([BH3-])#N.[Na+]. Product: [Cl:11][C:8]1[CH:9]=[CH:10][C:2]([NH:1][CH:15]2[CH2:17][CH2:16]2)=[C:3]([CH:7]=1)[C:4]([OH:6])=[O:5]. The catalyst class is: 5.